Dataset: NCI-60 drug combinations with 297,098 pairs across 59 cell lines. Task: Regression. Given two drug SMILES strings and cell line genomic features, predict the synergy score measuring deviation from expected non-interaction effect. (1) Drug 1: C1CC(C1)(C(=O)O)C(=O)O.[NH2-].[NH2-].[Pt+2]. Drug 2: C1CN1C2=NC(=NC(=N2)N3CC3)N4CC4. Cell line: M14. Synergy scores: CSS=31.5, Synergy_ZIP=-1.97, Synergy_Bliss=0.185, Synergy_Loewe=-5.64, Synergy_HSA=0.0821. (2) Drug 1: CC1=C(C=C(C=C1)NC(=O)C2=CC=C(C=C2)CN3CCN(CC3)C)NC4=NC=CC(=N4)C5=CN=CC=C5. Drug 2: C1=CN(C=N1)CC(O)(P(=O)(O)O)P(=O)(O)O. Cell line: OVCAR3. Synergy scores: CSS=-5.25, Synergy_ZIP=-0.923, Synergy_Bliss=-11.8, Synergy_Loewe=-11.6, Synergy_HSA=-14.1. (3) Drug 1: C1CCC(CC1)NC(=O)N(CCCl)N=O. Drug 2: CC1=C(C=C(C=C1)C(=O)NC2=CC(=CC(=C2)C(F)(F)F)N3C=C(N=C3)C)NC4=NC=CC(=N4)C5=CN=CC=C5. Cell line: COLO 205. Synergy scores: CSS=11.3, Synergy_ZIP=0.814, Synergy_Bliss=5.98, Synergy_Loewe=-0.113, Synergy_HSA=1.56. (4) Drug 1: C1=CN(C(=O)N=C1N)C2C(C(C(O2)CO)O)O.Cl. Drug 2: CC1=C(C(CCC1)(C)C)C=CC(=CC=CC(=CC(=O)O)C)C. Cell line: CAKI-1. Synergy scores: CSS=45.8, Synergy_ZIP=-4.84, Synergy_Bliss=-3.07, Synergy_Loewe=2.14, Synergy_HSA=4.02. (5) Drug 1: CCC(=C(C1=CC=CC=C1)C2=CC=C(C=C2)OCCN(C)C)C3=CC=CC=C3.C(C(=O)O)C(CC(=O)O)(C(=O)O)O. Drug 2: C1CN(CCN1C(=O)CCBr)C(=O)CCBr. Cell line: COLO 205. Synergy scores: CSS=25.3, Synergy_ZIP=-7.23, Synergy_Bliss=2.71, Synergy_Loewe=-17.7, Synergy_HSA=3.41. (6) Drug 1: CC1=C2C(C(=O)C3(C(CC4C(C3C(C(C2(C)C)(CC1OC(=O)C(C(C5=CC=CC=C5)NC(=O)OC(C)(C)C)O)O)OC(=O)C6=CC=CC=C6)(CO4)OC(=O)C)OC)C)OC. Drug 2: CCN(CC)CCNC(=O)C1=C(NC(=C1C)C=C2C3=C(C=CC(=C3)F)NC2=O)C. Cell line: IGROV1. Synergy scores: CSS=31.0, Synergy_ZIP=1.47, Synergy_Bliss=2.30, Synergy_Loewe=-10.5, Synergy_HSA=2.43. (7) Drug 1: CC1=C(C=C(C=C1)C(=O)NC2=CC(=CC(=C2)C(F)(F)F)N3C=C(N=C3)C)NC4=NC=CC(=N4)C5=CN=CC=C5. Drug 2: CS(=O)(=O)OCCCCOS(=O)(=O)C. Cell line: SNB-19. Synergy scores: CSS=2.93, Synergy_ZIP=0.960, Synergy_Bliss=3.41, Synergy_Loewe=0.501, Synergy_HSA=0.184.